This data is from NCI-60 drug combinations with 297,098 pairs across 59 cell lines. The task is: Regression. Given two drug SMILES strings and cell line genomic features, predict the synergy score measuring deviation from expected non-interaction effect. (1) Drug 1: C#CCC(CC1=CN=C2C(=N1)C(=NC(=N2)N)N)C3=CC=C(C=C3)C(=O)NC(CCC(=O)O)C(=O)O. Drug 2: C(CN)CNCCSP(=O)(O)O. Cell line: SF-268. Synergy scores: CSS=-2.70, Synergy_ZIP=2.17, Synergy_Bliss=2.97, Synergy_Loewe=-17.8, Synergy_HSA=-2.63. (2) Drug 1: C1=CC(=C2C(=C1NCCNCCO)C(=O)C3=C(C=CC(=C3C2=O)O)O)NCCNCCO. Drug 2: CN1C(=O)N2C=NC(=C2N=N1)C(=O)N. Cell line: K-562. Synergy scores: CSS=50.7, Synergy_ZIP=4.71, Synergy_Bliss=6.47, Synergy_Loewe=-53.9, Synergy_HSA=3.56. (3) Drug 1: CCCS(=O)(=O)NC1=C(C(=C(C=C1)F)C(=O)C2=CNC3=C2C=C(C=N3)C4=CC=C(C=C4)Cl)F. Drug 2: CC12CCC(CC1=CCC3C2CCC4(C3CC=C4C5=CN=CC=C5)C)O. Cell line: MALME-3M. Synergy scores: CSS=53.8, Synergy_ZIP=7.02, Synergy_Bliss=4.88, Synergy_Loewe=-11.5, Synergy_HSA=4.93. (4) Drug 1: C1CN(P(=O)(OC1)NCCCl)CCCl. Drug 2: CC1C(C(CC(O1)OC2CC(CC3=C2C(=C4C(=C3O)C(=O)C5=C(C4=O)C(=CC=C5)OC)O)(C(=O)CO)O)N)O.Cl. Cell line: HOP-92. Synergy scores: CSS=62.9, Synergy_ZIP=5.80, Synergy_Bliss=5.54, Synergy_Loewe=-8.38, Synergy_HSA=9.01. (5) Drug 1: C1CCC(C(C1)N)N.C(=O)(C(=O)[O-])[O-].[Pt+4]. Drug 2: CC1CCCC2(C(O2)CC(NC(=O)CC(C(C(=O)C(C1O)C)(C)C)O)C(=CC3=CSC(=N3)C)C)C. Cell line: NCI/ADR-RES. Synergy scores: CSS=20.4, Synergy_ZIP=-3.33, Synergy_Bliss=-0.200, Synergy_Loewe=-1.91, Synergy_HSA=0.439. (6) Drug 1: CCC1=CC2CC(C3=C(CN(C2)C1)C4=CC=CC=C4N3)(C5=C(C=C6C(=C5)C78CCN9C7C(C=CC9)(C(C(C8N6C)(C(=O)OC)O)OC(=O)C)CC)OC)C(=O)OC.C(C(C(=O)O)O)(C(=O)O)O. Drug 2: C1=CC(=CC=C1C#N)C(C2=CC=C(C=C2)C#N)N3C=NC=N3. Cell line: SK-MEL-2. Synergy scores: CSS=47.7, Synergy_ZIP=-1.26, Synergy_Bliss=-2.00, Synergy_Loewe=-31.5, Synergy_HSA=-0.385. (7) Drug 1: C1CN1C2=NC(=NC(=N2)N3CC3)N4CC4. Drug 2: C1CCC(CC1)NC(=O)N(CCCl)N=O. Synergy scores: CSS=20.0, Synergy_ZIP=-11.0, Synergy_Bliss=-8.22, Synergy_Loewe=-6.18, Synergy_HSA=-2.74. Cell line: MDA-MB-231.